This data is from Catalyst prediction with 721,799 reactions and 888 catalyst types from USPTO. The task is: Predict which catalyst facilitates the given reaction. (1) Reactant: [S:1]1[C:5]2[CH:6]=[CH:7][CH:8]=[CH:9][C:4]=2[CH:3]=[C:2]1[C:10]([NH:12][C:13]1[N:21]=[CH:20][CH:19]=[CH:18][C:14]=1[C:15]([NH2:17])=[O:16])=O.[OH-].[Na+]. Product: [S:1]1[C:5]2[CH:6]=[CH:7][CH:8]=[CH:9][C:4]=2[CH:3]=[C:2]1[C:10]1[N:17]=[C:15]([OH:16])[C:14]2[CH:18]=[CH:19][CH:20]=[N:21][C:13]=2[N:12]=1. The catalyst class is: 8. (2) The catalyst class is: 15. Product: [NH2:8][CH2:9][C:10]([O:12][C@H:13]1[CH2:17][CH2:16][CH2:15][C@@H:14]1[NH:18][C:19]1[CH:24]=[C:23]([N:25]2[C:33]3[CH2:32][C:31]([CH3:35])([CH3:34])[CH2:30][C:29](=[O:36])[C:28]=3[C:27]([CH3:37])=[CH:26]2)[CH:22]=[C:21]([F:38])[C:20]=1[C:39](=[O:41])[NH2:40])=[O:11]. Reactant: C(OC([NH:8][CH2:9][C:10]([O:12][CH:13]1[CH2:17][CH2:16][CH2:15][CH:14]1[NH:18][C:19]1[CH:24]=[C:23]([N:25]2[C:33]3[CH2:32][C:31]([CH3:35])([CH3:34])[CH2:30][C:29](=[O:36])[C:28]=3[C:27]([CH3:37])=[CH:26]2)[CH:22]=[C:21]([F:38])[C:20]=1[C:39](=[O:41])[NH2:40])=[O:11])=O)(C)(C)C.Cl. (3) Reactant: [C:1]1([Mg]Br)[CH:6]=[CH:5][CH:4]=[CH:3][CH:2]=1.[CH3:9][C:10]1[N:11]=[C:12]([NH:15][C:16]2[CH:17]=[C:18]([CH:21]=[CH:22][N:23]=2)[CH:19]=[O:20])[S:13][CH:14]=1.C(OCC)(=O)C. Product: [CH3:9][C:10]1[N:11]=[C:12]([NH:15][C:16]2[CH:17]=[C:18]([CH:19]([C:1]3[CH:6]=[CH:5][CH:4]=[CH:3][CH:2]=3)[OH:20])[CH:21]=[CH:22][N:23]=2)[S:13][CH:14]=1. The catalyst class is: 332.